This data is from Reaction yield outcomes from USPTO patents with 853,638 reactions. The task is: Predict the reaction yield, written as a fraction of the theoretical maximum amount of product (1.0 means a 100% yield; for example, 0.34 means a 34% yield). (1) The reactants are I[C:2]1[C:7]([CH:8]([CH3:10])[CH3:9])=[C:6]([I:11])[C:5]([CH:12]([CH3:14])[CH3:13])=[CH:4][C:3]=1[CH:15]([CH3:17])[CH3:16].[CH3:18][O:19][C:20]1[CH:25]=[CH:24][C:23](B(O)O)=[CH:22][CH:21]=1.[O-]P([O-])([O-])=O.[K+].[K+].[K+].C1COCC1. The catalyst is C1C=CC(/C=C/C(/C=C/C2C=CC=CC=2)=O)=CC=1.C1C=CC(/C=C/C(/C=C/C2C=CC=CC=2)=O)=CC=1.C1C=CC(/C=C/C(/C=C/C2C=CC=CC=2)=O)=CC=1.[Pd].[Pd].COC1C=CC=C(OC)C=1C1C=CC=CC=1P(C1CCCCC1)C1CCCCC1.C1(C)C=CC=CC=1. The product is [I:11][C:6]1[C:7]([CH:8]([CH3:10])[CH3:9])=[C:2]([C:23]2[CH:24]=[CH:25][C:20]([O:19][CH3:18])=[CH:21][CH:22]=2)[C:3]([CH:15]([CH3:17])[CH3:16])=[CH:4][C:5]=1[CH:12]([CH3:14])[CH3:13]. The yield is 0.300. (2) The reactants are Cl.[CH3:2][N:3]1[C:18]2[C:13](=[CH:14][CH:15]=[CH:16][CH:17]=2)[C:5]([CH2:6][C@@H:7]([C:9]([O:11][CH3:12])=[O:10])[NH2:8])=[CH:4]1.C(N(CC)CC)C.[F:26][C:27]1[CH:37]=[C:36]([F:38])[CH:35]=[CH:34][C:28]=1[CH:29]=[CH:30][C:31](O)=[O:32].CCN=C=NCCCN(C)C.Cl. The catalyst is C(Cl)Cl. The product is [F:26][C:27]1[CH:37]=[C:36]([F:38])[CH:35]=[CH:34][C:28]=1[CH:29]=[CH:30][C:31]([NH:8][C@H:7]([C:9]([O:11][CH3:12])=[O:10])[CH2:6][C:5]1[C:13]2[C:18](=[CH:17][CH:16]=[CH:15][CH:14]=2)[N:3]([CH3:2])[CH:4]=1)=[O:32]. The yield is 0.490. (3) The reactants are C([O:8][CH2:9][CH2:10][O:11][C:12]1[N:17]=[CH:16][C:15]([N:18]([CH3:38])[C:19](=[O:37])[C:20]([C:23]2[CH:28]=[C:27]([C:29]([F:32])([F:31])[F:30])[CH:26]=[C:25]([C:33]([F:36])([F:35])[F:34])[CH:24]=2)([CH3:22])[CH3:21])=[C:14]([C:39]2[CH:44]=[CH:43][CH:42]=[CH:41][C:40]=2[Cl:45])[CH:13]=1)C1C=CC=CC=1.B(Cl)(Cl)Cl. The catalyst is ClCCl. The product is [F:36][C:33]([F:34])([F:35])[C:25]1[CH:24]=[C:23]([C:20]([CH3:21])([CH3:22])[C:19]([N:18]([C:15]2[CH:16]=[N:17][C:12]([O:11][CH2:10][CH2:9][OH:8])=[CH:13][C:14]=2[C:39]2[CH:44]=[CH:43][CH:42]=[CH:41][C:40]=2[Cl:45])[CH3:38])=[O:37])[CH:28]=[C:27]([C:29]([F:32])([F:30])[F:31])[CH:26]=1. The yield is 0.700. (4) The reactants are [O:1]1[CH2:5][CH2:4][O:3][CH:2]1[CH2:6][CH:7]1[C:9]2([CH2:12][N:11]([C:13]([C:15]3[C:20]([NH:21][C:22]4[CH:27]=[CH:26][C:25]([I:28])=[CH:24][C:23]=4[F:29])=[C:19]([F:30])[C:18]([F:31])=[CH:17][CH:16]=3)=[O:14])[CH2:10]2)[O:8]1.[N-:32]=[N+:33]=[N-:34].[Na+].C(OCC)(=O)C. The catalyst is CN(C)C=O. The product is [N:32]([CH:7]([C:9]1([OH:8])[CH2:10][N:11]([C:13]([C:15]2[CH:16]=[CH:17][C:18]([F:31])=[C:19]([F:30])[C:20]=2[NH:21][C:22]2[CH:27]=[CH:26][C:25]([I:28])=[CH:24][C:23]=2[F:29])=[O:14])[CH2:12]1)[CH2:6][CH:2]1[O:3][CH2:4][CH2:5][O:1]1)=[N+:33]=[N-:34]. The yield is 0.740. (5) The reactants are C[O:2][C:3](=[O:17])[C:4]1[CH:9]=[CH:8][C:7]([C:10]([F:13])([F:12])[F:11])=[CH:6][C:5]=1[CH:14]1[CH2:16][CH2:15]1.[OH-].[Na+]. The catalyst is C(O)C. The product is [CH:14]1([C:5]2[CH:6]=[C:7]([C:10]([F:11])([F:12])[F:13])[CH:8]=[CH:9][C:4]=2[C:3]([OH:17])=[O:2])[CH2:16][CH2:15]1. The yield is 0.270. (6) The reactants are [C:1]12([C:11]3[CH:16]=[CH:15][C:14]([OH:17])=[CH:13][CH:12]=3)[CH2:10][CH:5]3[CH2:6][CH:7]([CH2:9][CH:3]([CH2:4]3)[CH2:2]1)[CH2:8]2.C(=O)([O-])[O-].[K+].[K+].Br[CH2:25][CH2:26][CH2:27][C:28]([O:30][CH2:31][CH3:32])=[O:29]. The catalyst is CN(C)C=O.C(OCC)(=O)C. The product is [C:1]12([C:11]3[CH:12]=[CH:13][C:14]([O:17][CH2:25][CH2:26][CH2:27][C:28]([O:30][CH2:31][CH3:32])=[O:29])=[CH:15][CH:16]=3)[CH2:8][CH:7]3[CH2:9][CH:3]([CH2:4][CH:5]([CH2:6]3)[CH2:10]1)[CH2:2]2. The yield is 0.900.